This data is from Full USPTO retrosynthesis dataset with 1.9M reactions from patents (1976-2016). The task is: Predict the reactants needed to synthesize the given product. (1) Given the product [I:1][C:2]1[CH:3]=[CH:4][C:5]([C:8]2([C:11]3[O:13][CH2:20][CH2:22][N:23]=3)[CH2:9][CH2:10]2)=[CH:6][CH:7]=1, predict the reactants needed to synthesize it. The reactants are: [I:1][C:2]1[CH:7]=[CH:6][C:5]([C:8]2([C:11]([OH:13])=O)[CH2:10][CH2:9]2)=[CH:4][CH:3]=1.C(Cl)(C(Cl)=O)=O.[CH2:20]([CH2:22][NH2:23])O.[OH-].COC(NS([N+](CC)(CC)CC)(=O)=O)=O. (2) Given the product [F:28][CH2:13][CH2:14][CH2:15][C:16]1[CH:25]=[CH:24][C:23]2[C:18](=[CH:19][CH:20]=[C:21]([O:26][CH3:27])[CH:22]=2)[CH:17]=1, predict the reactants needed to synthesize it. The reactants are: O.CC1C=CC(S(O[CH2:13][CH2:14][CH2:15][C:16]2[CH:25]=[CH:24][C:23]3[C:18](=[CH:19][CH:20]=[C:21]([O:26][CH3:27])[CH:22]=3)[CH:17]=2)(=O)=O)=CC=1.[F-:28].[Cs+].